Dataset: CYP3A4 inhibition data for predicting drug metabolism from PubChem BioAssay. Task: Regression/Classification. Given a drug SMILES string, predict its absorption, distribution, metabolism, or excretion properties. Task type varies by dataset: regression for continuous measurements (e.g., permeability, clearance, half-life) or binary classification for categorical outcomes (e.g., BBB penetration, CYP inhibition). Dataset: cyp3a4_veith. (1) The molecule is O=C(c1cc(C(F)(F)F)cc(C(F)(F)F)c1)N1CCC2(CC1)CN(c1ccncc1)C2. The result is 0 (non-inhibitor). (2) The drug is CCOC(=O)c1sc(N(Cc2ccccc2)C(=O)CN2C(=O)CN(C)C2=O)nc1C. The result is 1 (inhibitor). (3) The molecule is O=C(O)[C@H]1[C@H]2CC(=O)[C@H](C2=O)[C@H]1C(=O)O. The result is 0 (non-inhibitor). (4) The result is 0 (non-inhibitor). The compound is On1c(-c2ccccc2)nc2ccc(Cl)cc21. (5) The drug is O=C(O)c1cc(N=Nc2ccc([As](=O)(O)O)cc2)ccc1O. The result is 0 (non-inhibitor). (6) The drug is Cc1cc(NC(=O)c2ccccc2Cl)c(C(C)C)cc1O. The result is 1 (inhibitor).